This data is from Forward reaction prediction with 1.9M reactions from USPTO patents (1976-2016). The task is: Predict the product of the given reaction. (1) The product is: [C:15]([C:2]1[CH:3]=[CH:4][C:5]([CH2:8][N:9]2[CH2:14][CH2:13][O:12][CH2:11][CH2:10]2)=[N:6][CH:7]=1)#[CH:16]. Given the reactants Br[C:2]1[CH:3]=[CH:4][C:5]([CH2:8][N:9]2[CH2:14][CH2:13][O:12][CH2:11][CH2:10]2)=[N:6][CH:7]=1.[CH3:15][C:16]1C=CC(C#C)=CN=1, predict the reaction product. (2) Given the reactants C[O-].[Na+].[CH:4]([CH:7]([CH:13](OS(C)(=O)=O)[CH:14]=[CH2:15])[C:8]([O:10][CH2:11][CH3:12])=[O:9])([CH3:6])[CH3:5], predict the reaction product. The product is: [CH:4](/[C:7](=[CH:13]\[CH:14]=[CH2:15])/[C:8]([O:10][CH2:11][CH3:12])=[O:9])([CH3:5])[CH3:6]. (3) Given the reactants Br[CH2:2][CH2:3][CH2:4][CH2:5][CH2:6][CH2:7][CH2:8][CH2:9][CH2:10][CH2:11][CH2:12][CH2:13][Br:14].[Si]([O:22][CH:23]([CH2:26][CH:27]([CH3:29])[CH3:28])[C:24]#[CH:25])(C(C)(C)C)(C)C.O1CCCCC1OCCCC#C, predict the reaction product. The product is: [Br:14][CH2:13][CH2:12][CH2:11][CH2:10][CH2:9][CH2:8][CH2:7][CH2:6][CH2:5][CH2:4][CH2:3][CH2:2][C:25]#[C:24][CH:23]([OH:22])[CH2:26][CH:27]([CH3:29])[CH3:28]. (4) Given the reactants C(O[CH:5]1[O:19][C@H:18]([CH2:20][O:21]C(=O)C2C=CC(Cl)=CC=2)[C@@H:7]([O:8]C(=O)C2C=CC(Cl)=CC=2)[CH2:6]1)(=O)C.C[Si]([NH:35][C:36]1[N:41]=[C:40]([O:42][Si](C)(C)C)[N:39]=[CH:38][N:37]=1)(C)C.S(O)(C(F)(F)F)(=O)=O.CO[Na], predict the reaction product. The product is: [CH2:6]1[C@H:5]([N:39]2[C:40](=[O:42])[N:41]=[C:36]([NH2:35])[N:37]=[CH:38]2)[O:19][C@H:18]([CH2:20][OH:21])[C@H:7]1[OH:8].